This data is from Reaction yield outcomes from USPTO patents with 853,638 reactions. The task is: Predict the reaction yield, written as a fraction of the theoretical maximum amount of product (1.0 means a 100% yield; for example, 0.34 means a 34% yield). The reactants are [C:1](/[CH:3]=[CH:4]/[S:5]([C:8]1[CH:13]=[CH:12][C:11]([C:14]([CH3:19])([CH3:18])[C:15]([OH:17])=O)=[CH:10][CH:9]=1)(=[O:7])=[O:6])#[N:2].[CH3:20][O:21][CH2:22][CH2:23][O:24][C:25]1[CH:26]=[C:27]([NH2:31])[CH:28]=[CH:29][CH:30]=1.Cl.CN(C)CCCN=C=NCC.ON1C2C=CC=CC=2N=N1.C(#N)C. The catalyst is CS(C)=O. The product is [C:1](/[CH:3]=[CH:4]/[S:5]([C:8]1[CH:9]=[CH:10][C:11]([C:14]([CH3:19])([CH3:18])[C:15]([NH:31][C:27]2[CH:28]=[CH:29][CH:30]=[C:25]([O:24][CH2:23][CH2:22][O:21][CH3:20])[CH:26]=2)=[O:17])=[CH:12][CH:13]=1)(=[O:6])=[O:7])#[N:2]. The yield is 0.550.